From a dataset of Catalyst prediction with 721,799 reactions and 888 catalyst types from USPTO. Predict which catalyst facilitates the given reaction. (1) Reactant: [CH3:1][N:2]1[CH2:7][CH2:6][N:5]([C:8]2[CH:9]=[C:10]([NH:14][C:15]3[N:20]=[C:19]([CH2:21][CH2:22][C:23]4[CH:24]=[C:25]([CH:33]=[CH:34][CH:35]=4)[C:26]([O:28]C(C)(C)C)=[O:27])[C:18]([C:36]([F:39])([F:38])[F:37])=[CH:17][N:16]=3)[CH:11]=[CH:12][CH:13]=2)[CH2:4][CH2:3]1.C(O)(C(F)(F)F)=O. Product: [CH3:1][N:2]1[CH2:7][CH2:6][N:5]([C:8]2[CH:9]=[C:10]([NH:14][C:15]3[N:20]=[C:19]([CH2:21][CH2:22][C:23]4[CH:24]=[C:25]([CH:33]=[CH:34][CH:35]=4)[C:26]([OH:28])=[O:27])[C:18]([C:36]([F:38])([F:37])[F:39])=[CH:17][N:16]=3)[CH:11]=[CH:12][CH:13]=2)[CH2:4][CH2:3]1. The catalyst class is: 2. (2) Reactant: [C:1]([NH:24][CH2:25][CH2:26][CH2:27][CH2:28][C@H:29]([NH:37][C:38](=[O:45])/[CH:39]=[CH:40]/[C:41]([O:43][CH3:44])=[O:42])[C:30]([O:32]C(C)(C)C)=[O:31])(=[O:23])[CH2:2][CH2:3]/[CH:4]=[CH:5]\[CH2:6]/[CH:7]=[CH:8]\[CH2:9]/[CH:10]=[CH:11]\[CH2:12]/[CH:13]=[CH:14]\[CH2:15]/[CH:16]=[CH:17]\[CH2:18]/[CH:19]=[CH:20]\[CH2:21][CH3:22].Cl. Product: [C:1]([NH:24][CH2:25][CH2:26][CH2:27][CH2:28][C@H:29]([NH:37][C:38](=[O:45])/[CH:39]=[CH:40]/[C:41]([O:43][CH3:44])=[O:42])[C:30]([OH:32])=[O:31])(=[O:23])[CH2:2][CH2:3]/[CH:4]=[CH:5]\[CH2:6]/[CH:7]=[CH:8]\[CH2:9]/[CH:10]=[CH:11]\[CH2:12]/[CH:13]=[CH:14]\[CH2:15]/[CH:16]=[CH:17]\[CH2:18]/[CH:19]=[CH:20]\[CH2:21][CH3:22]. The catalyst class is: 12. (3) Reactant: [Br:1][C:2]1[CH:3]=[CH:4][C:5](F)=[N:6][CH:7]=1.[CH3:9][NH:10][CH3:11].O. Product: [CH3:9][N:10]([CH3:11])[C:5]1[CH:4]=[CH:3][C:2]([Br:1])=[CH:7][N:6]=1. The catalyst class is: 1. (4) Reactant: [CH:1]1[C:13]2[CH:12]([CH2:14][O:15][C:16]([NH:18][C:19]([CH3:38])([CH2:36][OH:37])[C:20]([O:22][CH:23]([C:30]3[CH:35]=[CH:34][CH:33]=[CH:32][CH:31]=3)[C:24]3[CH:29]=[CH:28][CH:27]=[CH:26][CH:25]=3)=[O:21])=[O:17])[C:11]3[C:6](=[CH:7][CH:8]=[CH:9][CH:10]=3)[C:5]=2[CH:4]=[CH:3][CH:2]=1.[S:39](Cl)([C:42]1[CH:48]=[CH:47][C:45]([CH3:46])=[CH:44][CH:43]=1)(=[O:41])=[O:40].CCOC(C)=O.P([O-])([O-])([O-])=O. Product: [CH:1]1[C:13]2[CH:12]([CH2:14][O:15][C:16]([NH:18][C:19]([CH3:38])([CH2:36][O:37][S:39]([C:42]3[CH:48]=[CH:47][C:45]([CH3:46])=[CH:44][CH:43]=3)(=[O:41])=[O:40])[C:20]([O:22][CH:23]([C:24]3[CH:25]=[CH:26][CH:27]=[CH:28][CH:29]=3)[C:30]3[CH:31]=[CH:32][CH:33]=[CH:34][CH:35]=3)=[O:21])=[O:17])[C:11]3[C:6](=[CH:7][CH:8]=[CH:9][CH:10]=3)[C:5]=2[CH:4]=[CH:3][CH:2]=1. The catalyst class is: 17. (5) Reactant: [F:1][C:2]1[CH:7]=[C:6]([F:8])[CH:5]=[CH:4][C:3]=1[N:9]1[CH:18]([CH2:19][CH2:20][C:21]([N:23]2[CH2:28][CH2:27][N:26](C(OC(C)(C)C)=O)[CH2:25][CH2:24]2)=[O:22])[C:17]2[C:13]3=[C:14]([C:36](=[O:40])[N:37]([CH3:39])[CH:38]=[C:12]3[C:11]3[CH:41]=[C:42]([CH2:45][S:46]([CH3:49])(=[O:48])=[O:47])[CH:43]=[CH:44][C:10]1=3)[NH:15][CH:16]=2.FC(F)(F)C(O)=O. Product: [F:1][C:2]1[CH:7]=[C:6]([F:8])[CH:5]=[CH:4][C:3]=1[N:9]1[CH:18]([CH2:19][CH2:20][C:21](=[O:22])[N:23]2[CH2:28][CH2:27][NH:26][CH2:25][CH2:24]2)[C:17]2[C:13]3=[C:14]([C:36](=[O:40])[N:37]([CH3:39])[CH:38]=[C:12]3[C:11]3[CH:41]=[C:42]([CH2:45][S:46]([CH3:49])(=[O:47])=[O:48])[CH:43]=[CH:44][C:10]1=3)[NH:15][CH:16]=2. The catalyst class is: 4. (6) Reactant: [CH3:1][S:2]([N:5](S(C)(=O)=O)[C:6]1[CH:35]=[CH:34][C:9]([C:10]([N:12]2[C:21]3[C:16](=[CH:17][CH:18]=[CH:19][CH:20]=3)[C@H:15]([N:22]([C:26]3[CH:31]=[CH:30][C:29]([Cl:32])=[CH:28][CH:27]=3)[C:23](=[O:25])[CH3:24])[CH2:14][C@@H:13]2[CH3:33])=[O:11])=[CH:8][CH:7]=1)(=[O:4])=[O:3].[OH-].[Na+].O.C(=O)(O)[O-].[Na+]. Product: [Cl:32][C:29]1[CH:30]=[CH:31][C:26]([N:22]([C@H:15]2[C:16]3[C:21](=[CH:20][CH:19]=[CH:18][CH:17]=3)[N:12]([C:10](=[O:11])[C:9]3[CH:34]=[CH:35][C:6]([NH:5][S:2]([CH3:1])(=[O:3])=[O:4])=[CH:7][CH:8]=3)[C@@H:13]([CH3:33])[CH2:14]2)[C:23](=[O:25])[CH3:24])=[CH:27][CH:28]=1. The catalyst class is: 7.